From a dataset of Full USPTO retrosynthesis dataset with 1.9M reactions from patents (1976-2016). Predict the reactants needed to synthesize the given product. (1) Given the product [Br:1][C:2]1[CH:3]=[CH:4][C:5]([CH:8]([C:20]2[CH:25]=[CH:24][C:23]([Cl:26])=[CH:22][C:21]=2[F:27])[CH2:9][C:10]([C:12]2[CH:17]=[CH:16][C:15](=[O:18])[NH:14][CH:13]=2)=[O:11])=[CH:6][CH:7]=1, predict the reactants needed to synthesize it. The reactants are: [Br:1][C:2]1[CH:7]=[CH:6][C:5]([CH:8]([C:20]2[CH:25]=[CH:24][C:23]([Cl:26])=[CH:22][C:21]=2[F:27])[CH2:9][C:10]([C:12]2[CH:13]=[N:14][C:15]([O:18]C)=[CH:16][CH:17]=2)=[O:11])=[CH:4][CH:3]=1.Cl. (2) Given the product [CH3:1][O:2][C:3]1[CH:28]=[CH:27][C:26]([N:29]2[CH:33]=[N:32][N:31]=[N:30]2)=[CH:25][C:4]=1[C:5]([N:7]1[CH2:11][CH2:10][C:9]([CH2:12][CH2:13][N:51]2[CH2:52][CH2:53][CH2:54][N:48]([C:40]3[N:39]([CH2:35][CH:36]=[CH:37][CH3:38])[C:43]4[CH:44]=[CH:45][CH:46]=[CH:47][C:42]=4[N:41]=3)[CH2:49][CH2:50]2)([C:19]2[CH:20]=[CH:21][CH:22]=[CH:23][CH:24]=2)[CH2:8]1)=[O:6], predict the reactants needed to synthesize it. The reactants are: [CH3:1][O:2][C:3]1[CH:28]=[CH:27][C:26]([N:29]2[CH:33]=[N:32][N:31]=[N:30]2)=[CH:25][C:4]=1[C:5]([N:7]1[CH2:11][CH2:10][C:9]([C:19]2[CH:24]=[CH:23][CH:22]=[CH:21][CH:20]=2)([CH2:12][CH2:13]OS(C)(=O)=O)[CH2:8]1)=[O:6].I.[CH2:35]([N:39]1[C:43]2[CH:44]=[CH:45][CH:46]=[CH:47][C:42]=2[N:41]=[C:40]1[N:48]1[CH2:54][CH2:53][CH2:52][NH:51][CH2:50][CH2:49]1)[CH:36]=[CH:37][CH3:38]. (3) Given the product [OH:58][C@H:55]1[CH2:56][CH2:57][N:53]([CH2:52][CH2:51][O:50][C:49]2[CH:59]=[CH:60][C:46]([NH:45][C:38](=[O:40])[C:37]3[CH:36]=[CH:35][C:34]([C:33]([F:32])([F:44])[F:43])=[CH:42][CH:41]=3)=[CH:47][C:48]=2[C:61]2[N:62]([CH3:66])[N:63]=[CH:64][CH:65]=2)[CH2:54]1, predict the reactants needed to synthesize it. The reactants are: CN(C(ON1N=NC2C=CC=NC1=2)=[N+](C)C)C.F[P-](F)(F)(F)(F)F.C(N(CC)CC)C.[F:32][C:33]([F:44])([F:43])[C:34]1[CH:42]=[CH:41][C:37]([C:38]([OH:40])=O)=[CH:36][CH:35]=1.[NH2:45][C:46]1[CH:60]=[CH:59][C:49]([O:50][CH2:51][CH2:52][N:53]2[CH2:57][CH2:56][C@H:55]([OH:58])[CH2:54]2)=[C:48]([C:61]2[N:62]([CH3:66])[N:63]=[CH:64][CH:65]=2)[CH:47]=1. (4) The reactants are: [Cl:1][C:2]1[C:7]([NH:8][C:9]2[C:18]3[C:13](=[CH:14][C:15]([OH:27])=[CH:16][C:17]=3[O:19][CH:20]3[CH2:25][CH2:24][N:23]([CH3:26])[CH2:22][CH2:21]3)[N:12]=[CH:11][N:10]=2)=[C:6]2[O:28][CH2:29][O:30][C:5]2=[CH:4][CH:3]=1. Given the product [Cl:1][C:2]1[C:7]([NH:8][C:9]2[C:18]3[C:13](=[CH:14][C:15]([O:27][CH2:17][CH:18]([CH3:13])[CH3:9])=[CH:16][C:17]=3[O:19][CH:20]3[CH2:25][CH2:24][N:23]([CH3:26])[CH2:22][CH2:21]3)[N:12]=[CH:11][N:10]=2)=[C:6]2[O:28][CH2:29][O:30][C:5]2=[CH:4][CH:3]=1, predict the reactants needed to synthesize it. (5) Given the product [CH2:22]([N:21]1[C:20]2[CH:27]=[CH:28][CH:29]=[CH:30][C:19]=2[N:18]=[C:17]1[CH2:16][N:1]1[C:9]2[C:4](=[CH:5][CH:6]=[CH:7][CH:8]=2)[C:3]2([CH2:12][CH2:11][CH2:10]2)[C:2]1=[O:13])[CH2:23][CH:24]([CH3:26])[CH3:25], predict the reactants needed to synthesize it. The reactants are: [NH:1]1[C:9]2[C:4](=[CH:5][CH:6]=[CH:7][CH:8]=2)[C:3]2([CH2:12][CH2:11][CH2:10]2)[C:2]1=[O:13].Cl.Cl[CH2:16][C:17]1[N:21]([CH2:22][CH2:23][CH:24]([CH3:26])[CH3:25])[C:20]2[CH:27]=[CH:28][CH:29]=[CH:30][C:19]=2[N:18]=1. (6) Given the product [NH2:7][C:60](=[O:61])[CH2:59][C:53]1[CH:54]=[CH:55][C:56]([F:58])=[CH:57][C:52]=1[CH2:51][CH2:50][C:48]1[C:47]([C:63]([F:65])([F:64])[F:66])=[CH:46][N:45]=[C:44]([NH:43][C:40]2[CH:39]=[CH:38][C:37]([CH:34]3[CH2:35][CH2:36][N:31]([C:29]([O:28][C:24]([CH3:26])([CH3:27])[CH3:25])=[O:30])[CH2:32][CH2:33]3)=[CH:42][CH:41]=2)[N:49]=1, predict the reactants needed to synthesize it. The reactants are: C1C=CC2N(O)N=[N:7]C=2C=1.CCN=C=NCCCN(C)C.Cl.Cl.[C:24]([O:28][C:29]([N:31]1[CH2:36][CH2:35][CH:34]([C:37]2[CH:42]=[CH:41][C:40]([NH:43][C:44]3[N:49]=[C:48]([CH2:50][CH2:51][C:52]4[CH:57]=[C:56]([F:58])[CH:55]=[CH:54][C:53]=4[CH2:59][C:60]([O-])=[O:61])[C:47]([C:63]([F:66])([F:65])[F:64])=[CH:46][N:45]=3)=[CH:39][CH:38]=2)[CH2:33][CH2:32]1)=[O:30])([CH3:27])([CH3:26])[CH3:25].[Li+].CCN(CC)CC.C([O-])(O)=O.[Na+].